Dataset: Forward reaction prediction with 1.9M reactions from USPTO patents (1976-2016). Task: Predict the product of the given reaction. (1) Given the reactants C(OP([CH2:9][C:10]1[S:11][C:12]([Br:15])=[CH:13][CH:14]=1)(=O)OCC)C.[H-].[Na+].[CH3:18][C:19]([CH3:21])=O.O, predict the reaction product. The product is: [Br:15][C:12]1[S:11][C:10]([CH:9]=[C:19]([CH3:21])[CH3:18])=[CH:14][CH:13]=1. (2) Given the reactants Br[C:2]1[CH:7]=[CH:6][C:5]([C:8](=[O:10])[CH3:9])=[C:4]([F:11])[CH:3]=1.[CH3:12][C:13]1[N:14]=[C:15]([NH:18][C:19](=[O:21])[CH3:20])[S:16][CH:17]=1.C(=O)([O-])[O-].[Cs+].[Cs+], predict the reaction product. The product is: [C:8]([C:5]1[CH:6]=[CH:7][C:2]([C:17]2[S:16][C:15]([NH:18][C:19](=[O:21])[CH3:20])=[N:14][C:13]=2[CH3:12])=[CH:3][C:4]=1[F:11])(=[O:10])[CH3:9]. (3) Given the reactants NC1(C2C=CC(C3C(=O)C4C(=CC=C(F)C=4)OC=3C3C=CC=CC=3)=CC=2)CCC1.C(OC(=O)[NH:36][C:37]1([C:41]2[CH:46]=[CH:45][C:44]([C:47]3[C:48](=[O:68])[C:49]4[C:54]([O:55][C:56]=3[C:57]3[CH:62]=[CH:61][CH:60]=[CH:59][CH:58]=3)=[C:53]3[N:63]([CH2:66][CH3:67])[N:64]=[CH:65][C:52]3=[CH:51][CH:50]=4)=[CH:43][CH:42]=2)[CH2:40][CH2:39][CH2:38]1)(C)(C)C.C(O)(C(F)(F)F)=O.[ClH:77], predict the reaction product. The product is: [ClH:77].[NH2:36][C:37]1([C:41]2[CH:42]=[CH:43][C:44]([C:47]3[C:48](=[O:68])[C:49]4[C:54]([O:55][C:56]=3[C:57]3[CH:62]=[CH:61][CH:60]=[CH:59][CH:58]=3)=[C:53]3[N:63]([CH2:66][CH3:67])[N:64]=[CH:65][C:52]3=[CH:51][CH:50]=4)=[CH:45][CH:46]=2)[CH2:40][CH2:39][CH2:38]1.